Dataset: Full USPTO retrosynthesis dataset with 1.9M reactions from patents (1976-2016). Task: Predict the reactants needed to synthesize the given product. (1) Given the product [C:22]([O:41][CH2:6][CH3:12])(=[O:21])[CH3:17].[CH3:10][CH2:11][CH2:2][CH:3]([CH3:8])[CH3:4].[F:35][C:31]1[CH:32]=[CH:33][CH:34]=[C:29]([C:27]2[CH:28]=[C:23]([C:2]3[C:3]4[C:8](=[N:7][C:6]([C:12]([F:15])([F:14])[F:13])=[CH:5][CH:4]=4)[N:9]=[CH:10][CH:11]=3)[CH:24]=[CH:25][C:26]=2[F:38])[C:30]=1[C:36]#[N:37], predict the reactants needed to synthesize it. The reactants are: Cl[C:2]1[CH:11]=[CH:10][N:9]=[C:8]2[C:3]=1[CH:4]=[CH:5][C:6]([C:12]([F:15])([F:14])[F:13])=[N:7]2.C[C:17]1(C)[CH2:22][O:21]B([C:23]2[CH:24]=[CH:25][C:26]([F:38])=[C:27]([C:29]3[C:30]([C:36]#[N:37])=[C:31]([F:35])[CH:32]=[CH:33][CH:34]=3)[CH:28]=2)OC1.C(=O)([O-])[O-:41].[Na+].[Na+]. (2) Given the product [C:9]([O:13][CH2:1][CH2:2][CH2:3][CH2:4][CH2:5][CH2:6][CH2:7][CH3:8])(=[O:12])[CH:10]=[CH2:11], predict the reactants needed to synthesize it. The reactants are: [CH2:1]=[CH:2][CH2:3][CH2:4][CH2:5][CH2:6][CH2:7][CH3:8].[C:9]([OH:13])(=[O:12])[CH:10]=[CH2:11].CS(O)(=O)=O.COC1C=CC(O)=CC=1. (3) Given the product [C:1]([C:3]1[CH:4]=[CH:5][C:6]2[O:11][CH:10]([C:12]([O:14][CH3:15])=[O:13])[CH2:9][N:8]([C:24]([O:26][CH2:27][CH3:28])=[O:25])[C:7]=2[CH:16]=1)#[N:2], predict the reactants needed to synthesize it. The reactants are: [C:1]([C:3]1[CH:4]=[CH:5][C:6]2[O:11][CH:10]([C:12]([O:14][CH3:15])=[O:13])[CH2:9][NH:8][C:7]=2[CH:16]=1)#[N:2].C([O-])([O-])=O.[K+].[K+].Cl[C:24]([O:26][CH2:27][CH3:28])=[O:25]. (4) Given the product [CH3:38][O:37][C:34]1[CH:33]=[CH:32][C:31]([CH2:30][N:10]2[C:11]3=[N:12][CH:13]=[C:14]4[C:19](=[O:20])[N:18]([CH2:21][CH2:22][C:23]5[CH:28]=[CH:27][CH:26]=[CH:25][CH:24]=5)[C:17](=[O:29])[C:15]4=[C:16]3[C:8]([C:4]3[CH:3]=[C:2]([NH:1][C:46](=[O:53])[C:47]4[CH:52]=[CH:51][CH:50]=[CH:49][CH:48]=4)[CH:7]=[CH:6][CH:5]=3)=[N:9]2)=[CH:36][CH:35]=1, predict the reactants needed to synthesize it. The reactants are: [NH2:1][C:2]1[CH:3]=[C:4]([C:8]2[C:16]3[C:11](=[N:12][CH:13]=[C:14]4[C:19](=[O:20])[N:18]([CH2:21][CH2:22][C:23]5[CH:28]=[CH:27][CH:26]=[CH:25][CH:24]=5)[C:17](=[O:29])[C:15]4=3)[N:10]([CH2:30][C:31]3[CH:36]=[CH:35][C:34]([O:37][CH3:38])=[CH:33][CH:32]=3)[N:9]=2)[CH:5]=[CH:6][CH:7]=1.C(N(CC)CC)C.[C:46](Cl)(=[O:53])[C:47]1[CH:52]=[CH:51][CH:50]=[CH:49][CH:48]=1.